Dataset: Merck oncology drug combination screen with 23,052 pairs across 39 cell lines. Task: Regression. Given two drug SMILES strings and cell line genomic features, predict the synergy score measuring deviation from expected non-interaction effect. (1) Drug 1: CS(=O)(=O)CCNCc1ccc(-c2ccc3ncnc(Nc4ccc(OCc5cccc(F)c5)c(Cl)c4)c3c2)o1. Drug 2: CCC1(O)C(=O)OCc2c1cc1n(c2=O)Cc2cc3c(CN(C)C)c(O)ccc3nc2-1. Cell line: ES2. Synergy scores: synergy=3.01. (2) Drug 1: CC(=O)OC1C(=O)C2(C)C(O)CC3OCC3(OC(C)=O)C2C(OC(=O)c2ccccc2)C2(O)CC(OC(=O)C(O)C(NC(=O)c3ccccc3)c3ccccc3)C(C)=C1C2(C)C. Drug 2: N#Cc1ccc(Cn2cncc2CN2CCN(c3cccc(Cl)c3)C(=O)C2)cc1. Cell line: UACC62. Synergy scores: synergy=7.27. (3) Drug 1: Cn1nnc2c(C(N)=O)ncn2c1=O. Drug 2: Cn1cc(-c2cnn3c(N)c(Br)c(C4CCCNC4)nc23)cn1. Cell line: A427. Synergy scores: synergy=93.9. (4) Drug 1: O=C(CCCCCCC(=O)Nc1ccccc1)NO. Drug 2: C#Cc1cccc(Nc2ncnc3cc(OCCOC)c(OCCOC)cc23)c1. Cell line: A2780. Synergy scores: synergy=9.93.